Task: Predict the product of the given reaction.. Dataset: Forward reaction prediction with 1.9M reactions from USPTO patents (1976-2016) (1) Given the reactants Cl[C:2]1[C:11]2[C:6](=[C:7]([N+:12]([O-:14])=[O:13])[CH:8]=[CH:9][CH:10]=2)[CH:5]=[CH:4][N:3]=1.[F:15][C:16]([F:25])([F:24])[C:17]1[CH:22]=[CH:21][C:20]([OH:23])=[CH:19][CH:18]=1.C([O-])([O-])=O.[K+].[K+], predict the reaction product. The product is: [N+:12]([C:7]1[CH:8]=[CH:9][CH:10]=[C:11]2[C:6]=1[CH:5]=[CH:4][N:3]=[C:2]2[O:23][C:20]1[CH:21]=[CH:22][C:17]([C:16]([F:15])([F:24])[F:25])=[CH:18][CH:19]=1)([O-:14])=[O:13]. (2) Given the reactants [NH2:1][C:2]1[S:6][C:5]2[CH2:7][CH2:8][CH2:9][C:4]=2[C:3]=1[C:10]([C:12]1[S:13][CH:14]=[CH:15][CH:16]=1)=O.[CH3:17][C:18](=O)[CH2:19][C:20](=[O:22])[CH3:21], predict the reaction product. The product is: [CH3:17][C:18]1[N:1]=[C:2]2[S:6][C:5]3[CH2:7][CH2:8][CH2:9][C:4]=3[C:3]2=[C:10]([C:12]2[S:13][CH:14]=[CH:15][CH:16]=2)[C:19]=1[C:20](=[O:22])[CH3:21]. (3) Given the reactants C[Al](C)C.[N:5]1[CH:10]=[CH:9][CH:8]=[CH:7][C:6]=1[NH2:11].[Si:12]([O:29][CH2:30][CH2:31][O:32][CH2:33][C@H:34]([OH:39])[C:35](OC)=[O:36])([C:25]([CH3:28])([CH3:27])[CH3:26])([C:19]1[CH:24]=[CH:23][CH:22]=[CH:21][CH:20]=1)[C:13]1[CH:18]=[CH:17][CH:16]=[CH:15][CH:14]=1, predict the reaction product. The product is: [Si:12]([O:29][CH2:30][CH2:31][O:32][CH2:33][C@H:34]([OH:39])[C:35]([NH:11][C:6]1[CH:7]=[CH:8][CH:9]=[CH:10][N:5]=1)=[O:36])([C:25]([CH3:28])([CH3:26])[CH3:27])([C:19]1[CH:24]=[CH:23][CH:22]=[CH:21][CH:20]=1)[C:13]1[CH:14]=[CH:15][CH:16]=[CH:17][CH:18]=1. (4) Given the reactants [Cl:1][C:2]1[C:3]([C:9]2[CH:10]=[N:11][CH:12]=[C:13]([O:15][CH2:16][C:17]3[CH:22]=[CH:21][CH:20]=[C:19]([F:23])[CH:18]=3)[CH:14]=2)=[CH:4][C:5](F)=[N:6][CH:7]=1.[C@H:24]1([NH2:31])[CH2:29][CH2:28][C@H:27]([NH2:30])[CH2:26][CH2:25]1, predict the reaction product. The product is: [Cl:1][C:2]1[C:3]([C:9]2[CH:10]=[N:11][CH:12]=[C:13]([O:15][CH2:16][C:17]3[CH:22]=[CH:21][CH:20]=[C:19]([F:23])[CH:18]=3)[CH:14]=2)=[CH:4][C:5]([NH:30][C@H:27]2[CH2:28][CH2:29][C@H:24]([NH2:31])[CH2:25][CH2:26]2)=[N:6][CH:7]=1.